From a dataset of Catalyst prediction with 721,799 reactions and 888 catalyst types from USPTO. Predict which catalyst facilitates the given reaction. Reactant: [CH3:1][O:2][C:3]1[CH:4]=[C:5]2[C:10](=[CH:11][C:12]=1[O:13][CH3:14])[N:9]=[CH:8][CH:7]=[C:6]2[O:15][C:16]1[C:22]([CH3:23])=[CH:21][C:19]([NH2:20])=[C:18]([CH3:24])[CH:17]=1.Cl[C:26](Cl)([O:28][C:29](=[O:35])OC(Cl)(Cl)Cl)Cl.[C:37]1([CH2:43]CO)[CH:42]=[CH:41][CH:40]=[CH:39][CH:38]=1.C(=O)(O)[O-].[Na+]. Product: [CH3:1][O:2][C:3]1[CH:4]=[C:5]2[C:10](=[CH:11][C:12]=1[O:13][CH3:14])[N:9]=[CH:8][CH:7]=[C:6]2[O:15][C:16]1[C:22]([CH3:23])=[CH:21][C:19]([NH:20][C:29](=[O:35])[O:28][CH2:26][CH2:43][C:37]2[CH:42]=[CH:41][CH:40]=[CH:39][CH:38]=2)=[C:18]([CH3:24])[CH:17]=1. The catalyst class is: 208.